Dataset: B-cell epitopes from IEDB database with 3,159 antigens for binding position prediction. Task: Token-level Classification. Given an antigen amino acid sequence, predict which amino acid positions are active epitope sites capable of antibody binding. Output is a list of indices for active positions. (1) Given the antigen sequence: MWTVPVLFWVLGSVWFWDSAQGGTIGVNEDDIVTPGTGDGMVPPGIEDKITTTGATGGLNESTGKAPLVPTQRERGTKPPLEELSTSATSDHDHREHESTTTVKVVTSHSVDKKTSHPNRDNAGDETQTTDKKDGLPVVTLVGIIVGVLLAIGFVGGIFIVVMKKISGRFSP, which amino acid positions are active epitope sites? The epitope positions are: [73, 74, 75, 76, 77, 78, 79, 80, 81, 82, 83, 84]. The amino acids at these positions are: ERGTKPPLEELS. (2) Given the antigen sequence: KGIIQGYYPSWVSYNHNLKDLNPNLNVVHMSFAKMDLSYDSIESIVGSPLLFKSLIGLEYIGLNEYFNDAMNLRKARPDIIMLLSLGGETYHPSSFDSALNAVEKIANLVDELGFDGIDVDYEPNGSFDGLNDKEKADFFVQYVTKLREYMCDDKLISISQSSNGALSCIGFNDPKKICMDDEAPYNSKYFNKPDVKKELLRAAQMASAGGAIYLMNNLKDMIDMVFVQTFNYTNSTDSTVMKELYDSYAYYGKKYDYVIIMGFTLMFPSTPFNPNDKMLVKSIGDFVKTENKLNKRADGFGLWSLSSDNAAHNEQLAIEYFV, which amino acid positions are active epitope sites? The epitope positions are: [244, 245, 246, 247, 248, 249, 250, 251, 252]. The amino acids at these positions are: LYDSYAYYG. (3) Given the antigen sequence: SQHSGGRGRRISEFEASLVYKVSSRTTRGYTEKPCLEKPKKKKETGKSAVGHLWIVGMVEEPGESGGLYWGHSRLLRVLSSCPNLYHCMVIEELGSSPRHMVKFPRFFLHSSGNFHKSQKCSRV, which amino acid positions are active epitope sites? The epitope positions are: [31, 32, 33, 34, 35, 36, 37, 38, 39, 40, 41, 42]. The amino acids at these positions are: EKPCLEKPKKKK. (4) Given the antigen sequence: MRARPRPRPLWATVLALGALAGVGVGGPNICTTRGVSSCQQCLAVSPMCAWCSDEALPLGSPRCDLKENLLKDNCAPESIEFPVSEARVLEDRPLSDKGSGDSSQVTQVSPQRIALRLRPDDSKNFSIQVRQVEDYPVDIYYLMDLSYSMKDDLWSIQNLGTKLATQMRKLTSNLRIGFGAFVDKPVSPYMYISPPEALENPCYDMKTTCLPMFGYKHVLTLTDQVTRFNEEVKKQSVSRNRDAPEGGFDAIMQATVCDEKIGWRNDASHLLVFTTDAKTHIALDGRLAGIVQPNDGQCHVGSDNHYSASTTMDYPSLGLMTEKLSQKNINLIFAVTENVVNLYQNYSELIPGTTVGVLSMDSSNVLQLIVDAYGKIRSKVELEVRDLPEELSLSFNATCLNNEVIPGLKSCMGLKIGDTVSFSIEAKVRGCPQEKEKSFTIKPVGFKDSLIVQVTFDCDCACQAQAEPNSHRCNNGNGTFECGVCRCGPGWLGSQCECS..., which amino acid positions are active epitope sites? The epitope positions are: [52, 53, 54, 55, 56, 57, 58, 59, 60, 61, 62, 63, 64]. The amino acids at these positions are: SDEALPLGSPRCD. (5) Given the antigen sequence: MAARGGAERAAGAGDGRRGQRRHLRPGRVLAALRGPAAPGAGGARAALAAALLWATWALLLAAPAAGRPATTPPAPPPEEAASPAPPASPSPPGPDGDDAASPDNSTDVRAALRLAQAAGENSRFFVCPPPSGATVVRLAPARPCPEYGLGRNYTEGIGVIYKENIAPYTFKAYIYKNVIVTTTWAGSTYAAITNQYTDRVPVGMGEITDLVDKKWRCLSKAEYLRSGRKVVAFDRDDDPWEAPLKPARLSAPGVRGWHTTDDVYTALGSAGLYRTGTSVNCIVEEVEARSVYPYDSFALSTGDIIYMSPFYGLREGAHREHTSYSPERFQQIEGYYKRDMATGRRLKEPVSRNFLRTQHVTVAWDWVPKRKNVCSLAKWREADEMLRDESRGNFRFTARSLSATFVSDSHTFALQNVPLSDCVIEEAEAAVERVYRERYNGTHVLSGSLETYLARGGFVVAFRPMLSNELAKLYLQELARSNGTLEGLFAAAAPKPGPR..., which amino acid positions are active epitope sites? The epitope positions are: [402, 403, 404, 405, 406, 407, 408, 409, 410, 411, 412, 413, 414, 415, 416, 417, 418, 419, 420, 421... (21 total positions)]. The amino acids at these positions are: SATFVSDSHTFALQNVPLSDC. (6) Given the antigen sequence: MDVALGVAVTDRVARLALVDSAAPGTVIDQFVLDVAEHPVEVLTETVVGTDRSLAGENHRLVATRLCWPDQAKADELQHALQDSGVHDVAVISEAQAATALVGAAHAGSAVLLVGDETATLSVVGDPDAPPTMVAVAPVAGADATSTVDTLMARLGDQALAPGDVFLVGRSAEHTTVLADQLRAASTMRVQTPDDPTFALARGAAMAAGAATMAHPALVADATTSLPRAEAGQSGSEGEQLAYSQASDYELLPVDEYEEHDEYGAAADRSAPLSRRSLLIGNAVVAFAVIGFASLAVAVAVTIRPTAASKPVEGHQNAQPGKFMPLLPTQQQAPVPPPPPDDPTAGFQGGTIPAVQNVVPRPGTSPGVGGTPASPAPEAPAVPGVVPAPVPIPVPIIIPPFPGWQPGMPTIPTAPPTTPVTTSATTPPTTPPTTPVTTPPTTPPTTPVTTPPTTPPTTPVTTPPTTVAPTTVAPTTVAPTTVAPTTVAPATATPTTVAPQ..., which amino acid positions are active epitope sites? The epitope positions are: [80, 81, 82, 83, 84, 85, 86, 87, 88, 89, 90, 91, 92, 93, 94, 95, 96, 97, 98, 99]. The amino acids at these positions are: LQDSGVHDVAVISEAQAATA. (7) Given the antigen sequence: MSAEYVSTQSDDSSSASGQQQESSVSSQSEASTSSQLGADSSSAGGQQQESSVSSQSDQASTSSQLGADSSSAGGQQQESSVSSQSDQASTSSQLGADSSSAGGQQQESSVSSQSDQASTSSQLGADSSSAGGQQQESSVSSQSDQASTSSQLGTDWRQEMRSKVASVEYMLAARALISVGVYAAQGEIARSRGCAPLRVAEVEEIVKDGLVRSHFHDSGLSLGSIRLVLMQVGDKLGLQGLKIGEGYATYLAQAFADSVVVAADVQSSGACSASLDSAIANVETSWSLHGGLVSKGFDRDTKVERGDLEAFVDFMFGGVSYNDGNASAARSVLETLAGHVDALGISYNQLDKLDADTLYSVVSFSAGSAIDRGAVSDAADKFRVMMFGGAPAGQEKTAEPEHEAATPSASSVPSTVHGKVVDAVDRAKEAAKQAYAGVRKRYVAKPSDTTTQLVVAITALLITAFAICACLEPRLIGASGPLIWGCLALVALLPLLGMA..., which amino acid positions are active epitope sites? The epitope positions are: [28, 29, 30, 31, 32, 33, 34, 35, 36, 37, 38]. The amino acids at these positions are: SEASTSSQLGA.